Dataset: Reaction yield outcomes from USPTO patents with 853,638 reactions. Task: Predict the reaction yield, written as a fraction of the theoretical maximum amount of product (1.0 means a 100% yield; for example, 0.34 means a 34% yield). The reactants are [CH3:1][C:2]1[N:6]([CH2:7][C:8](OC)=[O:9])[C:5]2[S:12][CH:13]=[CH:14][C:4]=2[C:3]=1[C:15]([C:17]1[CH:26]=[CH:25][C:24]2[C:19](=[CH:20][CH:21]=[CH:22][CH:23]=2)[N:18]=1)=[O:16].[BH4-].[Na+]. The catalyst is CO. The product is [OH:9][CH2:8][CH2:7][N:6]1[C:2]([CH3:1])=[C:3]([C:15]([C:17]2[CH:26]=[CH:25][C:24]3[C:19](=[CH:20][CH:21]=[CH:22][CH:23]=3)[N:18]=2)=[O:16])[C:4]2[CH:14]=[CH:13][S:12][C:5]1=2. The yield is 0.130.